This data is from Catalyst prediction with 721,799 reactions and 888 catalyst types from USPTO. The task is: Predict which catalyst facilitates the given reaction. Reactant: [NH2:1][C:2]1[CH:27]=[CH:26][CH:25]=[C:24]2[C:3]=1[C:4](=[O:28])[C:5]1[C:6]2=[N:7][N:8](C2C=CC=CC=2)[C:9]=1[C:10]1[CH:15]=[CH:14][C:13]([O:16][CH3:17])=[CH:12][CH:11]=1.C([O-])(O)=O.[Na+].[Cl:34][CH2:35][C:36](Cl)=[O:37].O. Product: [Cl:34][CH2:35][C:36]([NH:1][C:2]1[CH:27]=[CH:26][CH:25]=[C:24]2[C:3]=1[C:4](=[O:28])[C:5]1[C:6]2=[N:7][NH:8][C:9]=1[C:10]1[CH:11]=[CH:12][C:13]([O:16][CH3:17])=[CH:14][CH:15]=1)=[O:37]. The catalyst class is: 12.